Dataset: Reaction yield outcomes from USPTO patents with 853,638 reactions. Task: Predict the reaction yield, written as a fraction of the theoretical maximum amount of product (1.0 means a 100% yield; for example, 0.34 means a 34% yield). The reactants are [Cl:1][C:2]1[CH:3]=[C:4]([N:9]([CH2:20][CH2:21][C:22]2[CH:27]=[CH:26][CH:25]=[C:24]([O:28][CH2:29][C:30]3[CH:35]=[CH:34][CH:33]=[CH:32][CH:31]=3)[CH:23]=2)[C:10](=O)[CH2:11][C:12]2[CH:17]=[CH:16][C:15]([OH:18])=[CH:14][CH:13]=2)[CH:5]=[CH:6][C:7]=1[Cl:8].P(Cl)(Cl)(Cl)=O.[BH4-].[Na+]. The catalyst is C(#N)C. The product is [Cl:1][C:2]1[CH:3]=[C:4]([N:9]2[CH2:20][CH2:21][C:22]3[C:27](=[CH:26][CH:25]=[C:24]([O:28][CH2:29][C:30]4[CH:35]=[CH:34][CH:33]=[CH:32][CH:31]=4)[CH:23]=3)[CH:10]2[CH2:11][C:12]2[CH:13]=[CH:14][C:15]([OH:18])=[CH:16][CH:17]=2)[CH:5]=[CH:6][C:7]=1[Cl:8]. The yield is 0.0680.